From a dataset of Reaction yield outcomes from USPTO patents with 853,638 reactions. Predict the reaction yield, written as a fraction of the theoretical maximum amount of product (1.0 means a 100% yield; for example, 0.34 means a 34% yield). The reactants are [CH2:1]([O:8][C:9]([NH:11][C@@H:12]([CH2:16][C:17]1[CH:22]=[CH:21][CH:20]=[CH:19][CH:18]=1)[C@@H:13]1[O:15][CH2:14]1)=[O:10])[C:2]1[CH:7]=[CH:6][CH:5]=[CH:4][CH:3]=1.[CH2:23]([NH2:27])[CH2:24][CH2:25][CH3:26]. No catalyst specified. The product is [CH2:1]([O:8][C:9]([NH:11][C@@H:12]([CH2:16][C:17]1[CH:22]=[CH:21][CH:20]=[CH:19][CH:18]=1)[C@H:13]([OH:15])[CH2:14][NH:27][CH2:23][CH2:24][CH2:25][CH3:26])=[O:10])[C:2]1[CH:7]=[CH:6][CH:5]=[CH:4][CH:3]=1. The yield is 0.800.